This data is from Full USPTO retrosynthesis dataset with 1.9M reactions from patents (1976-2016). The task is: Predict the reactants needed to synthesize the given product. (1) Given the product [CH3:8][C@@H:9]([O:13][C:14]1[N:22]=[C:21]2[C:17]([N:18]=[C:19]([O:23][CH3:24])[N:20]2[CH2:27][CH2:28][CH:29]2[CH2:34][CH2:33][CH2:32][O:31][CH2:30]2)=[C:16]([NH2:25])[N:15]=1)[CH2:10][CH2:11][CH3:12], predict the reactants needed to synthesize it. The reactants are: FC(F)(F)C(O)=O.[CH3:8][C@@H:9]([O:13][C:14]1[NH:15][C:16]([NH2:25])=[C:17]2[C:21]([N:22]=1)=[N:20][C:19]([O:23][CH3:24])=[N:18]2)[CH2:10][CH2:11][CH3:12].Br[CH2:27][CH2:28][CH:29]1[CH2:34][CH2:33][CH2:32][O:31][CH2:30]1. (2) Given the product [CH3:20][S:21][C:22]1[CH:29]=[CH:28][C:25]([CH2:26][N:8]([CH2:7][C:6]2[CH:18]=[CH:19][C:3]([CH2:1][CH3:2])=[CH:4][CH:5]=2)[C:9]2[CH:17]=[CH:16][C:12]3[NH:13][CH:14]=[N:15][C:11]=3[CH:10]=2)=[CH:24][CH:23]=1, predict the reactants needed to synthesize it. The reactants are: [CH2:1]([C:3]1[CH:19]=[CH:18][C:6]([CH2:7][NH:8][C:9]2[CH:17]=[CH:16][C:12]3[N:13]=[CH:14][NH:15][C:11]=3[CH:10]=2)=[CH:5][CH:4]=1)[CH3:2].[CH3:20][S:21][C:22]1[CH:29]=[CH:28][C:25]([CH2:26]Br)=[CH:24][CH:23]=1.C([O-])([O-])=O.[K+].[K+]. (3) Given the product [C:1]([O:5][C:6]([N:8]1[C:17]2[C:12](=[CH:13][CH:14]=[C:15]([CH2:18][CH2:19][O:20][C:21]3[CH:22]=[C:23]4[C:27](=[CH:28][CH:29]=3)[N:26]([C:35]([C:37]3[CH:38]=[CH:39][C:40]([C:43]5[CH:48]=[CH:47][CH:46]=[CH:45][CH:44]=5)=[CH:41][CH:42]=3)=[CH:34][C:33]([O:32][CH2:30][CH3:31])=[O:49])[CH:25]=[CH:24]4)[N:16]=2)[CH2:11][CH2:10][CH2:9]1)=[O:7])([CH3:4])([CH3:2])[CH3:3], predict the reactants needed to synthesize it. The reactants are: [C:1]([O:5][C:6]([N:8]1[C:17]2[C:12](=[CH:13][CH:14]=[C:15]([CH2:18][CH2:19][O:20][C:21]3[CH:22]=[C:23]4[C:27](=[CH:28][CH:29]=3)[NH:26][CH:25]=[CH:24]4)[N:16]=2)[CH2:11][CH2:10][CH2:9]1)=[O:7])([CH3:4])([CH3:3])[CH3:2].[CH2:30]([O:32][C:33](=[O:49])[CH:34]=[C:35]([C:37]1[CH:42]=[CH:41][C:40]([C:43]2[CH:48]=[CH:47][CH:46]=[CH:45][CH:44]=2)=[CH:39][CH:38]=1)Cl)[CH3:31]. (4) Given the product [F:18][C:2]([F:1])([F:19])[C:3]1[CH:8]=[CH:7][C:6]([C:9]([F:12])([F:10])[F:11])=[CH:5][C:4]=1/[CH:13]=[CH:14]/[C:15]([NH:30][C:29]1[CH:31]=[CH:32][CH:33]=[C:27]([C:24]2[N:25]([CH3:26])[C:21]([CH3:20])=[N:22][CH:23]=2)[CH:28]=1)=[O:16], predict the reactants needed to synthesize it. The reactants are: [F:1][C:2]([F:19])([F:18])[C:3]1[CH:8]=[CH:7][C:6]([C:9]([F:12])([F:11])[F:10])=[CH:5][C:4]=1[CH:13]=[CH:14][C:15](O)=[O:16].[CH3:20][C:21]1[N:25]([CH3:26])[C:24]([C:27]2[CH:28]=[C:29]([CH:31]=[CH:32][CH:33]=2)[NH2:30])=[CH:23][N:22]=1. (5) Given the product [C:1]([C:4]1[C:22](=[O:23])[C@@:8]2([CH3:24])[C:9]3[C:15]([OH:16])=[CH:14][C:13]([O:17][CH3:18])=[C:12]([C:19]([NH:21][CH2:26][C:28]4[C:33]([CH3:34])=[CH:32][C:31]([NH:35][S:36]([CH3:39])(=[O:38])=[O:37])=[CH:30][C:29]=4[CH3:40])=[O:20])[C:10]=3[O:11][C:7]2=[CH:6][C:5]=1[OH:25])(=[O:3])[CH3:2], predict the reactants needed to synthesize it. The reactants are: [C:1]([C:4]1[C:22](=[O:23])[C@@:8]2([CH3:24])[C:9]3[C:15]([OH:16])=[CH:14][C:13]([O:17][CH3:18])=[C:12]([C:19]([NH2:21])=[O:20])[C:10]=3[O:11][C:7]2=[CH:6][C:5]=1[OH:25])(=[O:3])[CH3:2].[CH:26]([C:28]1[C:33]([CH3:34])=[CH:32][C:31]([NH:35][S:36]([CH3:39])(=[O:38])=[O:37])=[CH:30][C:29]=1[CH3:40])=O.C([SiH](CC)CC)C.FC(F)(F)C(O)=O.